Dataset: Full USPTO retrosynthesis dataset with 1.9M reactions from patents (1976-2016). Task: Predict the reactants needed to synthesize the given product. (1) Given the product [CH3:1][N:2]([CH2:4][C:5]1[CH:6]=[CH:7][C:8]2[O:12][CH:11]=[C:10]([C:13]3[C:14](=[O:15])[NH:16][C:20](=[O:19])[C:21]=3[C:23]3[C:31]4[C:26](=[CH:27][CH:28]=[CH:29][CH:30]=4)[NH:25][CH:24]=3)[C:9]=2[CH:17]=1)[CH3:3], predict the reactants needed to synthesize it. The reactants are: [CH3:1][N:2]([CH2:4][C:5]1[CH:6]=[CH:7][C:8]2[O:12][CH:11]=[C:10]([CH2:13][C:14]([NH2:16])=[O:15])[C:9]=2[CH:17]=1)[CH3:3].C[O:19][C:20](=O)[C:21]([C:23]1[C:31]2[C:26](=[CH:27][CH:28]=[CH:29][CH:30]=2)[NH:25][CH:24]=1)=O.CC([O-])(C)C.[K+]. (2) Given the product [Cl:14][C:11]1[CH:12]=[CH:13][C:8]([CH2:7][C:6]([OH:27])=[O:5])=[CH:9][C:10]=1[O:15][C:16]1[CH:21]=[CH:20][C:19]([S:22]([CH3:25])(=[O:23])=[O:24])=[CH:18][C:17]=1[Cl:26], predict the reactants needed to synthesize it. The reactants are: [OH-].[Na+].C([O:5][C:6](=[O:27])[CH2:7][C:8]1[CH:13]=[CH:12][C:11]([Cl:14])=[C:10]([O:15][C:16]2[CH:21]=[CH:20][C:19]([S:22]([CH3:25])(=[O:24])=[O:23])=[CH:18][C:17]=2[Cl:26])[CH:9]=1)C. (3) Given the product [NH:4]1[C:5]([C:6]2[CH:7]=[C:8]([NH:12][C:13]([C:15]3([CH3:21])[CH2:20][CH2:19][N:18]([C:23]4[C:24]5[C:31]([CH3:32])=[CH:30][NH:29][C:25]=5[N:26]=[CH:27][N:28]=4)[CH2:17][CH2:16]3)=[O:14])[CH:9]=[CH:10][CH:11]=2)=[N:1][N:2]=[N:3]1, predict the reactants needed to synthesize it. The reactants are: [NH:1]1[C:5]([C:6]2[CH:7]=[C:8]([NH:12][C:13]([C:15]3([CH3:21])[CH2:20][CH2:19][NH:18][CH2:17][CH2:16]3)=[O:14])[CH:9]=[CH:10][CH:11]=2)=[N:4][N:3]=[N:2]1.Cl[C:23]1[C:24]2[C:31]([CH3:32])=[CH:30][NH:29][C:25]=2[N:26]=[CH:27][N:28]=1.C(N(CC)C(C)C)(C)C.C(O)(C)C. (4) Given the product [CH3:2][C:3]1[C:4]([CH2:15][S:16]([C:17]2[NH:18][C:19]3[CH:25]=[CH:24][CH:23]=[CH:22][C:20]=3[N:21]=2)=[O:27])=[N:5][CH:6]=[CH:7][C:8]=1[O:9][CH2:10][C:11]([F:13])([F:12])[F:14], predict the reactants needed to synthesize it. The reactants are: O.[CH3:2][C:3]1[C:4]([CH2:15][S:16][C:17]2[NH:21][C:20]3[CH:22]=[CH:23][CH:24]=[CH:25][C:19]=3[N:18]=2)=[N:5][CH:6]=[CH:7][C:8]=1[O:9][CH2:10][C:11]([F:14])([F:13])[F:12].C(N)(N)=[O:27].OO.O.O.O.O.O.S([O-])([O-])(=O)=S.[Na+].[Na+].[OH-].[Na+]. (5) Given the product [CH3:9][O:10][C:11]1[CH:16]=[CH:15][CH:14]=[C:13]([N+:17]([O-:19])=[O:18])[C:12]=1[NH:20][C:6](=[O:7])[O:5][CH2:2][CH3:21], predict the reactants needed to synthesize it. The reactants are: Cl[C:2]([O:5][C:6](Cl)=[O:7])(Cl)Cl.[CH3:9][O:10][C:11]1[CH:16]=[CH:15][CH:14]=[C:13]([N+:17]([O-:19])=[O:18])[C:12]=1[NH2:20].[CH2:21]1COCC1.